From a dataset of Reaction yield outcomes from USPTO patents with 853,638 reactions. Predict the reaction yield, written as a fraction of the theoretical maximum amount of product (1.0 means a 100% yield; for example, 0.34 means a 34% yield). (1) The reactants are [CH:1]1([C:6]2([CH2:14][CH2:15][C:16]3[CH:21]=[CH:20][C:19]([O:22][CH3:23])=[CH:18][C:17]=3[O:24][CH3:25])[O:11][C:10](=[O:12])[CH2:9][C:8](=[O:13])[CH2:7]2)[CH2:5][CH2:4][CH2:3][CH2:2]1.C([O-])(O)=O.[Na+].C(Cl)[Cl:32]. No catalyst specified. The product is [Cl:32][C:20]1[C:19]([O:22][CH3:23])=[CH:18][C:17]([O:24][CH3:25])=[C:16]([CH2:15][CH2:14][C:6]2([CH:1]3[CH2:5][CH2:4][CH2:3][CH2:2]3)[O:11][C:10](=[O:12])[CH2:9][C:8](=[O:13])[CH2:7]2)[CH:21]=1. The yield is 0.440. (2) The reactants are IC.[CH2:3]([N:10]1[C:19](=[O:20])[C:18]2[C:13](=[CH:14][C:15]([Cl:21])=[CH:16][CH:17]=2)[N:12]=[C:11]1[CH:22]([N:26]1[C:32](=[O:33])[CH2:31][CH2:30][NH:29][CH2:28][CH2:27]1)[CH:23]([CH3:25])[CH3:24])[C:4]1[CH:9]=[CH:8][CH:7]=[CH:6][CH:5]=1.[CH3:34]CN(CC)CC. The catalyst is C(Cl)Cl. The product is [CH2:3]([N:10]1[C:19](=[O:20])[C:18]2[C:13](=[CH:14][C:15]([Cl:21])=[CH:16][CH:17]=2)[N:12]=[C:11]1[CH:22]([N:26]1[C:32](=[O:33])[CH2:31][CH2:30][N:29]([CH3:34])[CH2:28][CH2:27]1)[CH:23]([CH3:25])[CH3:24])[C:4]1[CH:9]=[CH:8][CH:7]=[CH:6][CH:5]=1. The yield is 0.700. (3) The reactants are [CH:1]([C:4]1[CH:9]=[CH:8][C:7]([CH:10]2[C:14]3[C:15]([CH3:35])=[C:16]([NH:26][C:27](=[O:34])OCC(Cl)(Cl)Cl)[C:17]([CH3:25])=[C:18]([C:19]4[CH:24]=[CH:23][CH:22]=[CH:21][CH:20]=4)[C:13]=3[O:12][CH2:11]2)=[CH:6][CH:5]=1)([CH3:3])[CH3:2].[NH2:36][CH2:37][CH:38]([OH:40])[CH3:39]. The catalyst is C(O)C.CCCCCC. The product is [OH:40][CH:38]([CH3:39])[CH2:37][NH:36][C:27]([NH:26][C:16]1[C:17]([CH3:25])=[C:18]([C:19]2[CH:24]=[CH:23][CH:22]=[CH:21][CH:20]=2)[C:13]2[O:12][CH2:11][CH:10]([C:7]3[CH:8]=[CH:9][C:4]([CH:1]([CH3:3])[CH3:2])=[CH:5][CH:6]=3)[C:14]=2[C:15]=1[CH3:35])=[O:34]. The yield is 0.580. (4) The reactants are [OH-].[K+].[C:3]([C:6]1[N:11]=[C:10]([C:12]2[CH:17]=[CH:16][C:15]([C:18]3[CH:23]=[CH:22][C:21]([CH2:24][C:25]([NH:27][CH2:28][CH2:29][C:30]([O:32]CC)=[O:31])=[O:26])=[CH:20][C:19]=3[Cl:35])=[CH:14][CH:13]=2)[C:9]([CH3:36])=[N:8][C:7]=1[CH3:37])(=[O:5])[NH2:4]. The catalyst is CC(O)(C)C. The product is [C:3]([C:6]1[N:11]=[C:10]([C:12]2[CH:17]=[CH:16][C:15]([C:18]3[CH:23]=[CH:22][C:21]([CH2:24][C:25]([NH:27][CH2:28][CH2:29][C:30]([OH:32])=[O:31])=[O:26])=[CH:20][C:19]=3[Cl:35])=[CH:14][CH:13]=2)[C:9]([CH3:36])=[N:8][C:7]=1[CH3:37])(=[O:5])[NH2:4]. The yield is 0.155. (5) The reactants are [Br:1][C:2]1[CH:3]=[CH:4][C:5]([Cl:11])=[C:6]([CH:10]=1)[C:7](O)=[O:8].[BH4-].[Na+].II. The catalyst is C1COCC1.C(OCC)(=O)C. The product is [Br:1][C:2]1[CH:3]=[CH:4][C:5]([Cl:11])=[C:6]([CH2:7][OH:8])[CH:10]=1. The yield is 0.970. (6) The reactants are [CH3:1][O:2][C:3]1[CH:8]=[CH:7][C:6]([CH3:9])=[CH:5][C:4]=1[NH:10][C:11]([NH:13][C:14]1[CH:19]=[CH:18][C:17]([N:20]2[CH2:25][CH2:24][NH:23][CH:22]([CH3:26])[CH2:21]2)=[CH:16][CH:15]=1)=[O:12].[Cl:27][C:28]1[CH:33]=[CH:32][CH:31]=[C:30]([CH3:34])[C:29]=1[N:35]=[C:36]=[O:37].CO. The catalyst is O1CCCC1.C(OC(C)C)(C)C.C(OCC)(=O)C. The product is [Cl:27][C:28]1[CH:33]=[CH:32][CH:31]=[C:30]([CH3:34])[C:29]=1[NH:35][C:36]([N:23]1[CH2:24][CH2:25][N:20]([C:17]2[CH:16]=[CH:15][C:14]([NH:13][C:11]([NH:10][C:4]3[CH:5]=[C:6]([CH3:9])[CH:7]=[CH:8][C:3]=3[O:2][CH3:1])=[O:12])=[CH:19][CH:18]=2)[CH2:21][CH:22]1[CH3:26])=[O:37]. The yield is 0.430. (7) The reactants are [Br:1][C:2]1[CH:7]=[C:6]([F:8])[CH:5]=[CH:4][C:3]=1[OH:9].C(=O)([O-])[O-].[K+].[K+].C1(C)C=CC(S(O)(=O)=O)=CC=1.[CH3:27][O:28][CH:29]([CH3:37])[CH2:30]O[CH2:30][CH:29]([O:28][CH3:27])[CH3:37]. The catalyst is C(#N)C. The product is [Br:1][C:2]1[CH:7]=[C:6]([F:8])[CH:5]=[CH:4][C:3]=1[O:9][CH2:30][CH:29]([O:28][CH3:27])[CH3:37]. The yield is 0.310. (8) The reactants are [F:1][C:2]1[CH:14]=[CH:13][C:5]2[S:6][C:7]([CH2:10][NH:11][CH3:12])=[C:8]([CH3:9])[C:4]=2[CH:3]=1.[O:15]=[C:16]1[NH:25][C:24]2[N:23]=[CH:22][C:21](/[CH:26]=[CH:27]/[C:28]([OH:30])=O)=[CH:20][C:19]=2[CH2:18][CH2:17]1.ON1C2C=CC=CC=2N=N1.C(N(C(C)C)CC)(C)C.CN(C)CCCN=C=NCC. The catalyst is CN(C=O)C.O. The product is [F:1][C:2]1[CH:14]=[CH:13][C:5]2[S:6][C:7]([CH2:10][N:11]([CH3:12])[C:28](=[O:30])/[CH:27]=[CH:26]/[C:21]3[CH:22]=[N:23][C:24]4[NH:25][C:16](=[O:15])[CH2:17][CH2:18][C:19]=4[CH:20]=3)=[C:8]([CH3:9])[C:4]=2[CH:3]=1. The yield is 0.750. (9) The reactants are [Cl:1][C:2]1[C:7]([C:8]([F:11])([F:10])[F:9])=[CH:6][CH:5]=[CH:4][C:3]=1[C:12]([N:14]1[CH2:19][CH2:18][C:17]2[C:20](I)=[N:21][N:22](C3CCCCO3)[C:16]=2[CH2:15]1)=[O:13].[F:30][C:31]1[CH:32]=[C:33](B(O)O)[CH:34]=[N:35][CH:36]=1.P([O-])([O-])([O-])=O.[K+].[K+].[K+]. The catalyst is O1CCOCC1.C1C=CC(P(C2C=CC=CC=2)[C-]2C=CC=C2)=CC=1.C1C=CC(P(C2C=CC=CC=2)[C-]2C=CC=C2)=CC=1.Cl[Pd]Cl.[Fe+2].C1(P(C2C=CC=CC=2)[C-]2C=CC=C2)C=CC=CC=1.[C-]1(P(C2C=CC=CC=2)C2C=CC=CC=2)C=CC=C1.[Fe+2]. The product is [Cl:1][C:2]1[C:7]([C:8]([F:11])([F:10])[F:9])=[CH:6][CH:5]=[CH:4][C:3]=1[C:12]([N:14]1[CH2:19][CH2:18][C:17]2=[C:20]([C:33]3[CH:34]=[N:35][CH:36]=[C:31]([F:30])[CH:32]=3)[NH:21][N:22]=[C:16]2[CH2:15]1)=[O:13]. The yield is 0.420.